This data is from Peptide-MHC class I binding affinity with 185,985 pairs from IEDB/IMGT. The task is: Regression. Given a peptide amino acid sequence and an MHC pseudo amino acid sequence, predict their binding affinity value. This is MHC class I binding data. (1) The peptide sequence is PTLYVKALTK. The MHC is HLA-A31:01 with pseudo-sequence HLA-A31:01. The binding affinity (normalized) is 0.128. (2) The peptide sequence is IQQLPETYF. The MHC is HLA-A69:01 with pseudo-sequence HLA-A69:01. The binding affinity (normalized) is 0.0847. (3) The peptide sequence is RGRIGRTYL. The MHC is HLA-B15:09 with pseudo-sequence HLA-B15:09. The binding affinity (normalized) is 0.0847. (4) The peptide sequence is ATIWQLLAF. The MHC is HLA-A26:01 with pseudo-sequence HLA-A26:01. The binding affinity (normalized) is 0.419. (5) The peptide sequence is SLYNTVATI. The MHC is HLA-A02:02 with pseudo-sequence HLA-A02:02. The binding affinity (normalized) is 0.343. (6) The peptide sequence is ETVKMGAFMY. The MHC is HLA-A31:01 with pseudo-sequence HLA-A31:01. The binding affinity (normalized) is 0.0426.